From a dataset of Forward reaction prediction with 1.9M reactions from USPTO patents (1976-2016). Predict the product of the given reaction. Given the reactants Br[C:2]1[S:3][CH:4]=[C:5]([CH2:7][O:8][Si:9]([C:12]([CH3:15])([CH3:14])[CH3:13])([CH3:11])[CH3:10])[N:6]=1.C([Li])CCC.[O:21]=[C:22]1[CH2:27][CH2:26][CH:25]([C:28]([O:30][C:31]([CH3:34])([CH3:33])[CH3:32])=[O:29])[CH2:24][CH2:23]1, predict the reaction product. The product is: [Si:9]([O:8][CH2:7][C:5]1[N:6]=[C:2]([C:22]2([OH:21])[CH2:23][CH2:24][CH:25]([C:28]([O:30][C:31]([CH3:33])([CH3:32])[CH3:34])=[O:29])[CH2:26][CH2:27]2)[S:3][CH:4]=1)([C:12]([CH3:15])([CH3:14])[CH3:13])([CH3:11])[CH3:10].